From a dataset of Forward reaction prediction with 1.9M reactions from USPTO patents (1976-2016). Predict the product of the given reaction. (1) Given the reactants [CH3:1][C:2]([O:4][C@H:5]1[C:14]2[C@@:15]3([CH3:30])[C@@H:26]([CH2:27][O:28][CH3:29])[O:25][C:23](=[O:24])[C:17]4=C[O:19][C:20]([C:21](=[O:22])[C:13]=2[C@@H:8]2[CH2:9][CH2:10][C@H:11]([OH:12])[C@@:7]2([CH3:31])[CH2:6]1)=[C:16]34)=[O:3].[CH2:32](N(CC)CC)C.Cl.[CH3:40][O:41][C:42]1[CH:47]=[CH:46][C:45]([N:48]2[CH2:53][CH2:52][N:51]([CH2:54][CH2:55][CH2:56][NH:57][CH3:58])[CH2:50][CH2:49]2)=[CH:44][CH:43]=1, predict the reaction product. The product is: [OH:19][C:20]1[C:21](=[O:22])[C:13]2[CH:8]3[C:7]([CH3:31])([CH:11]([OH:12])[CH2:10][CH2:9]3)[CH2:6][CH:5]([O:4][C:2](=[O:3])[CH3:1])[C:14]=2[C:15]2([CH3:30])[C:16]=1[C:17](=[CH:58][N:57]([CH2:56][CH2:55][CH2:54][N:51]1[CH2:50][CH2:49][N:48]([C:45]3[CH:44]=[CH:43][C:42]([O:41][CH3:40])=[CH:47][CH:46]=3)[CH2:53][CH2:52]1)[CH3:32])[C:23](=[O:24])[O:25][CH:26]2[CH2:27][O:28][CH3:29]. (2) Given the reactants [CH:1]([N:4]1[C:8]([C:9]2[C:14]([CH2:15][O:16][C:17]3[C:22]([CH:23]=[O:24])=[CH:21][C:20]([O:25][CH3:26])=[N:19][CH:18]=3)=[CH:13][CH:12]=[CH:11][N:10]=2)=[CH:7][CH:6]=[N:5]1)([CH3:3])[CH3:2].[ClH:27], predict the reaction product. The product is: [ClH:27].[ClH:27].[CH:1]([N:4]1[C:8]([C:9]2[C:14]([CH2:15][O:16][C:17]3[C:22]([CH:23]=[O:24])=[CH:21][C:20]([O:25][CH3:26])=[N:19][CH:18]=3)=[CH:13][CH:12]=[CH:11][N:10]=2)=[CH:7][CH:6]=[N:5]1)([CH3:3])[CH3:2]. (3) Given the reactants [H-].[Na+].[C:3]([Si:7]([CH3:19])([CH3:18])[O:8][C:9]1[CH:17]=[CH:16][CH:15]=[C:14]2[C:10]=1[CH:11]=[CH:12][NH:13]2)([CH3:6])([CH3:5])[CH3:4].[Br-].[C:21](#[N:23])[CH3:22], predict the reaction product. The product is: [Si:7]([O:8][C:9]1[CH:17]=[CH:16][CH:15]=[C:14]2[C:10]=1[CH:11]=[CH:12][N:13]2[CH2:22][C:21]#[N:23])([C:3]([CH3:6])([CH3:5])[CH3:4])([CH3:19])[CH3:18]. (4) Given the reactants [F:1][C:2]1[CH:7]=[CH:6][C:5]([N:8]2[CH:12]=[C:11](C(O)=O)N=C2)=[CH:4][CH:3]=1.FC1C=CC([N:23]2C=C(CO)N=C2)=CC=1.O1[CH2:34][CH2:33][CH2:32][CH2:31]1.B.CO, predict the reaction product. The product is: [C:32]([C:33]1[N:23]=[C:12]([CH3:11])[N:8]([C:5]2[CH:6]=[CH:7][C:2]([F:1])=[CH:3][CH:4]=2)[CH:34]=1)#[CH:31]. (5) Given the reactants [Cl:1][C:2]1[CH:3]=[C:4]([NH2:19])[CH:5]=[N:6][C:7]=1[O:8][C:9]1[N:10]=[CH:11][C:12]2[C:17]([CH:18]=1)=[CH:16][CH:15]=[CH:14][CH:13]=2.Cl[S:21]([C:24]1[CH:25]=[C:26]([CH:30]=[CH:31][CH:32]=1)[C:27]([OH:29])=[O:28])(=[O:23])=[O:22], predict the reaction product. The product is: [Cl:1][C:2]1[CH:3]=[C:4]([NH:19][S:21]([C:24]2[CH:25]=[C:26]([CH:30]=[CH:31][CH:32]=2)[C:27]([OH:29])=[O:28])(=[O:23])=[O:22])[CH:5]=[N:6][C:7]=1[O:8][C:9]1[N:10]=[CH:11][C:12]2[C:17]([CH:18]=1)=[CH:16][CH:15]=[CH:14][CH:13]=2. (6) The product is: [Cl:38][C:3]1[CH:4]=[C:5]([C:8]2[O:12][N:11]=[C:10]([C:13]3[CH:14]=[CH:15][C:16]4[O:20][C:19]([C:21]5([NH:29][C:30](=[O:36])[O:31][C:32]([CH3:35])([CH3:34])[CH3:33])[CH2:26][O:25][C:24]([CH3:28])([CH3:27])[O:23][CH2:22]5)=[CH:18][C:17]=4[CH:37]=3)[N:9]=2)[CH:6]=[CH:7][C:2]=1[C:41]1[CH:42]=[CH:43][S:39][CH:40]=1. Given the reactants Br[C:2]1[CH:7]=[CH:6][C:5]([C:8]2[O:12][N:11]=[C:10]([C:13]3[CH:14]=[CH:15][C:16]4[O:20][C:19]([C:21]5([NH:29][C:30](=[O:36])[O:31][C:32]([CH3:35])([CH3:34])[CH3:33])[CH2:26][O:25][C:24]([CH3:28])([CH3:27])[O:23][CH2:22]5)=[CH:18][C:17]=4[CH:37]=3)[N:9]=2)=[CH:4][C:3]=1[Cl:38].[S:39]1[CH:43]=[CH:42][C:41](B(O)O)=[CH:40]1.C([O-])(O)=O.[Na+], predict the reaction product. (7) Given the reactants [OH:1][C@@H:2]([CH:6]([CH3:8])[CH3:7])[C:3]([OH:5])=[O:4].[CH3:9][O:10][C:11]1[CH:18]=[CH:17][C:14]([CH2:15]Cl)=[CH:13][CH:12]=1.C(O)C, predict the reaction product. The product is: [OH:1][C@@H:2]([CH:6]([CH3:8])[CH3:7])[C:3]([O:5][CH2:15][C:14]1[CH:17]=[CH:18][C:11]([O:10][CH3:9])=[CH:12][CH:13]=1)=[O:4]. (8) Given the reactants [CH2:1]([C:4]1O[C:8](=[O:10])[C:7]2[CH:11]=[CH:12][CH:13]=[CH:14][C:6]=2[N:5]=1)[CH2:2][CH3:3].[CH2:15]([NH2:22])[C:16]1[CH:21]=[CH:20][CH:19]=[CH:18][CH:17]=1.[OH-].[Na+].Cl, predict the reaction product. The product is: [CH2:15]([N:22]1[C:8](=[O:10])[C:7]2[C:6](=[CH:14][CH:13]=[CH:12][CH:11]=2)[N:5]=[C:4]1[CH2:1][CH2:2][CH3:3])[C:16]1[CH:21]=[CH:20][CH:19]=[CH:18][CH:17]=1.